From a dataset of Reaction yield outcomes from USPTO patents with 853,638 reactions. Predict the reaction yield, written as a fraction of the theoretical maximum amount of product (1.0 means a 100% yield; for example, 0.34 means a 34% yield). (1) The reactants are [F:1][C:2]([F:22])([F:21])[C:3]1[CH:8]=[CH:7][C:6]([CH:9]2[CH2:14][C:13](=[O:15])[NH:12][C:11]([CH3:16])=[C:10]2[C:17]([O:19]C)=[O:18])=[CH:5][CH:4]=1.[OH-].[Na+]. The catalyst is CO.O. The product is [F:21][C:2]([F:1])([F:22])[C:3]1[CH:4]=[CH:5][C:6]([CH:9]2[CH2:14][C:13](=[O:15])[NH:12][C:11]([CH3:16])=[C:10]2[C:17]([OH:19])=[O:18])=[CH:7][CH:8]=1. The yield is 0.150. (2) The reactants are [NH2:1][C@@H:2]([CH2:7][C:8]1[CH:13]=[CH:12][C:11]([OH:14])=[CH:10][CH:9]=1)[C:3]([O:5][CH3:6])=[O:4].[C:15](=[O:18])(O)[O-:16].[Na+]. The catalyst is CCO. The product is [C:8]([O:16][C:15]([NH:1][C@@H:2]([CH2:7][C:8]1[CH:9]=[CH:10][C:11]([OH:14])=[CH:12][CH:13]=1)[C:3]([O:5][CH3:6])=[O:4])=[O:18])([CH3:13])([CH3:9])[CH3:7]. The yield is 0.497. (3) The reactants are [F:1][C:2]1[CH:3]=[C:4]2[C:8](=[CH:9][C:10]=1[NH:11][C:12]([C:14]([O:17]C(=O)C)([CH3:16])[CH3:15])=[O:13])[NH:7][C:6](=[O:21])[CH2:5]2.[OH-].[Na+].Cl. The catalyst is CO. The product is [F:1][C:2]1[CH:3]=[C:4]2[C:8](=[CH:9][C:10]=1[NH:11][C:12](=[O:13])[C:14]([OH:17])([CH3:16])[CH3:15])[NH:7][C:6](=[O:21])[CH2:5]2. The yield is 0.592. (4) The reactants are [F:1][CH:2]([F:37])[C:3]1[N:7]([C:8]2[N:13]=[C:12]([N:14]3[CH2:19][CH2:18][O:17][CH2:16][CH2:15]3)[N:11]=[C:10]([N:20]3[CH2:25][CH2:24][NH:23][CH2:22][CH2:21]3)[N:9]=2)[C:6]2[CH:26]=[CH:27][CH:28]=[C:29]([O:30][CH2:31][CH2:32][CH2:33][N:34]([CH3:36])[CH3:35])[C:5]=2[N:4]=1.C([O-])([O-])=O.[K+].[K+].[CH3:44][S:45](Cl)(=[O:47])=[O:46].CCOC(C)=O. The catalyst is C(Cl)Cl.O. The product is [F:37][CH:2]([F:1])[C:3]1[N:7]([C:8]2[N:9]=[C:10]([N:20]3[CH2:25][CH2:24][N:23]([S:45]([CH3:44])(=[O:47])=[O:46])[CH2:22][CH2:21]3)[N:11]=[C:12]([N:14]3[CH2:15][CH2:16][O:17][CH2:18][CH2:19]3)[N:13]=2)[C:6]2[CH:26]=[CH:27][CH:28]=[C:29]([O:30][CH2:31][CH2:32][CH2:33][N:34]([CH3:36])[CH3:35])[C:5]=2[N:4]=1. The yield is 0.590. (5) The reactants are C([O:3][C:4]([C:6]1[CH:11]=[C:10]([N:12]2[CH:16]3[N:17]=[CH:18][N:19]=[C:20]([NH2:21])[CH:15]3[C:14]([C:22]3[CH:27]=[CH:26][C:25]([CH3:28])=[CH:24][CH:23]=3)=[CH:13]2)[CH:9]=[C:8]([C:29]([O:31]CC)=[O:30])[N:7]=1)=[O:5])C.[OH-].[Na+].C(O)(C(F)(F)F)=O. The catalyst is C1COCC1.O.CN(C=O)C. The product is [NH2:21][C:20]1[CH:15]2[C:14]([C:22]3[CH:27]=[CH:26][C:25]([CH3:28])=[CH:24][CH:23]=3)=[CH:13][N:12]([C:10]3[CH:11]=[C:6]([C:4]([OH:5])=[O:3])[N:7]=[C:8]([C:29]([OH:31])=[O:30])[CH:9]=3)[CH:16]2[N:17]=[CH:18][N:19]=1. The yield is 0.710. (6) The reactants are [C:1]([C:3]1[CH:8]=[CH:7][N:6]=[CH:5][CH:4]=1)#[N:2].O.[NH2:10][NH2:11].[C:12]([C:14]1C(=O)C(Cl)=[C:18](Cl)[C:16](=O)[C:15]=1[C:24]#[N:25])#[N:13].C(=O)([O-])O.[Na+]. The catalyst is O. The product is [N:6]1[CH:7]=[CH:8][C:3]([C:1]2[N:10]=[N:11][C:24]([C:15]3[CH:14]=[CH:12][N:13]=[CH:18][CH:16]=3)=[N:25][N:2]=2)=[CH:4][CH:5]=1. The yield is 0.0500. (7) The reactants are [OH-].[Na+].[CH3:3][O:4][C:5]1[CH:12]=[CH:11][C:8]([CH2:9][SH:10])=[CH:7][CH:6]=1.[C:13](#[N:17])[CH2:14][C:15]#[N:16]. The catalyst is C(O)C.O.[NH4+].[Cl-].O. The product is [CH3:3][O:4][C:5]1[CH:12]=[CH:11][C:8]([CH2:9][S:10][C:13](=[NH:17])[CH2:14][C:15]#[N:16])=[CH:7][CH:6]=1. The yield is 0.600.